Dataset: Reaction yield outcomes from USPTO patents with 853,638 reactions. Task: Predict the reaction yield, written as a fraction of the theoretical maximum amount of product (1.0 means a 100% yield; for example, 0.34 means a 34% yield). The reactants are C(OC([N:8]1[CH2:13][CH2:12][C@@H:11]([C:14]2[CH:15]=[C:16]3[C:25](=[CH:26][C:27]=2[Br:28])[O:24][CH2:23][C:22]2[N:17]3[C@H:18]([CH3:30])[C:19](=[O:29])[NH:20][N:21]=2)[C@@H:10]([CH3:31])[CH2:9]1)=O)(C)(C)C.[ClH:32]. No catalyst specified. The product is [ClH:32].[Br:28][C:27]1[CH:26]=[C:25]2[C:16]([N:17]3[C:22]([CH2:23][O:24]2)=[N:21][NH:20][C:19](=[O:29])[C@H:18]3[CH3:30])=[CH:15][C:14]=1[C@@H:11]1[CH2:12][CH2:13][NH:8][CH2:9][C@@H:10]1[CH3:31]. The yield is 0.820.